Task: Predict the product of the given reaction.. Dataset: Forward reaction prediction with 1.9M reactions from USPTO patents (1976-2016) (1) Given the reactants [BH4-].[Na+].[CH3:3][O:4][C:5]([CH2:7][N:8]1[C:12](/[CH:13]=[C:14]2\[CH2:15][N:16]([C:21]([C:34]3[CH:39]=[CH:38][CH:37]=[CH:36][CH:35]=3)([C:28]3[CH:33]=[CH:32][CH:31]=[CH:30][CH:29]=3)[C:22]3[CH:27]=[CH:26][CH:25]=[CH:24][CH:23]=3)[CH2:17][CH2:18][C:19]\2=[O:20])=[CH:11][N:10]=[N:9]1)=[O:6], predict the reaction product. The product is: [CH3:3][O:4][C:5]([CH2:7][N:8]1[C:12](/[CH:13]=[C:14]2\[CH2:15][N:16]([C:21]([C:34]3[CH:35]=[CH:36][CH:37]=[CH:38][CH:39]=3)([C:28]3[CH:29]=[CH:30][CH:31]=[CH:32][CH:33]=3)[C:22]3[CH:23]=[CH:24][CH:25]=[CH:26][CH:27]=3)[CH2:17][CH2:18][CH:19]\2[OH:20])=[CH:11][N:10]=[N:9]1)=[O:6]. (2) Given the reactants Cl[C:2]1[C:11]2[C:6](=[CH:7][CH:8]=[C:9]([F:12])[CH:10]=2)[N:5]=[CH:4][C:3]=1[C:13]#[N:14].[C:15]([O:19][CH3:20])(=[O:18])[CH2:16][SH:17].C([O-])([O-])=O.[K+].[K+], predict the reaction product. The product is: [NH2:14][C:13]1[C:3]2[CH:4]=[N:5][C:6]3[CH:7]=[CH:8][C:9]([F:12])=[CH:10][C:11]=3[C:2]=2[S:17][C:16]=1[C:15]([O:19][CH3:20])=[O:18].